This data is from Catalyst prediction with 721,799 reactions and 888 catalyst types from USPTO. The task is: Predict which catalyst facilitates the given reaction. (1) Reactant: [CH2:1]([O:8][C:9]1[CH:10]=[C:11]([NH:15][C:16]2[CH:21]=[C:20]([N:22]([CH3:24])[CH3:23])[N:19]=[C:18](S(C)=O)[N:17]=2)[CH:12]=[CH:13][CH:14]=1)[C:2]1[CH:7]=[CH:6][CH:5]=[CH:4][CH:3]=1.Cl.Cl.[N:30]1([C:36]2[N:41]=[CH:40][CH:39]=[CH:38][N:37]=2)[CH2:35][CH2:34][NH:33][CH2:32][CH2:31]1. Product: [CH2:1]([O:8][C:9]1[CH:10]=[C:11]([NH:15][C:16]2[CH:21]=[C:20]([N:22]([CH3:24])[CH3:23])[N:19]=[C:18]([N:33]3[CH2:34][CH2:35][N:30]([C:36]4[N:37]=[CH:38][CH:39]=[CH:40][N:41]=4)[CH2:31][CH2:32]3)[N:17]=2)[CH:12]=[CH:13][CH:14]=1)[C:2]1[CH:7]=[CH:6][CH:5]=[CH:4][CH:3]=1. The catalyst class is: 159. (2) Reactant: C([N:8]1[CH2:29][CH2:28][C:11]2([C:15](=[O:16])[N:14]([C:17]3[CH:22]=[CH:21][C:20]([CH2:23][C:24]([F:27])([F:26])[F:25])=[CH:19][CH:18]=3)[CH2:13][CH2:12]2)[CH:10]([OH:30])[CH2:9]1)C1C=CC=CC=1. Product: [OH:30][CH:10]1[CH2:9][NH:8][CH2:29][CH2:28][C:11]21[C:15](=[O:16])[N:14]([C:17]1[CH:22]=[CH:21][C:20]([CH2:23][C:24]([F:27])([F:25])[F:26])=[CH:19][CH:18]=1)[CH2:13][CH2:12]2. The catalyst class is: 723.